Dataset: Peptide-MHC class I binding affinity with 185,985 pairs from IEDB/IMGT. Task: Regression. Given a peptide amino acid sequence and an MHC pseudo amino acid sequence, predict their binding affinity value. This is MHC class I binding data. The peptide sequence is EIVAEYITY. The MHC is HLA-A01:01 with pseudo-sequence HLA-A01:01. The binding affinity (normalized) is 0.0847.